Dataset: Forward reaction prediction with 1.9M reactions from USPTO patents (1976-2016). Task: Predict the product of the given reaction. Given the reactants [OH:1][C:2]1[CH:9]=[C:8]([O:10][CH3:11])[CH:7]=[CH:6][C:3]=1[CH:4]=[O:5].N1C=CC=CC=1.[O:18](S(C(F)(F)F)(=O)=O)[S:19]([C:22]([F:25])([F:24])[F:23])(=O)=[O:20].CCOC(C)=O, predict the reaction product. The product is: [CH:4]([C:3]1[CH:6]=[CH:7][C:8]([O:10][CH3:11])=[CH:9][C:2]=1[O:1][S:19]([C:22]([F:25])([F:24])[F:23])(=[O:20])=[O:18])=[O:5].